This data is from NCI-60 drug combinations with 297,098 pairs across 59 cell lines. The task is: Regression. Given two drug SMILES strings and cell line genomic features, predict the synergy score measuring deviation from expected non-interaction effect. (1) Drug 1: CC1OCC2C(O1)C(C(C(O2)OC3C4COC(=O)C4C(C5=CC6=C(C=C35)OCO6)C7=CC(=C(C(=C7)OC)O)OC)O)O. Drug 2: C1C(C(OC1N2C=NC3=C2NC=NCC3O)CO)O. Cell line: NCIH23. Synergy scores: CSS=47.1, Synergy_ZIP=-0.729, Synergy_Bliss=-1.12, Synergy_Loewe=-15.8, Synergy_HSA=-0.362. (2) Drug 1: CS(=O)(=O)C1=CC(=C(C=C1)C(=O)NC2=CC(=C(C=C2)Cl)C3=CC=CC=N3)Cl. Synergy scores: CSS=18.2, Synergy_ZIP=-9.28, Synergy_Bliss=-2.21, Synergy_Loewe=-33.8, Synergy_HSA=-4.89. Drug 2: COC1=CC(=CC(=C1O)OC)C2C3C(COC3=O)C(C4=CC5=C(C=C24)OCO5)OC6C(C(C7C(O6)COC(O7)C8=CC=CS8)O)O. Cell line: SK-MEL-5.